This data is from Forward reaction prediction with 1.9M reactions from USPTO patents (1976-2016). The task is: Predict the product of the given reaction. (1) Given the reactants [CH3:1][O:2][C:3]1[CH:4]=[C:5]([S:9][CH:10]2[CH2:13][N:12]([C:14]([CH3:33])([CH3:32])[CH2:15][CH2:16][C:17]([C:26]3[CH:31]=[CH:30][CH:29]=[CH:28][CH:27]=3)([C:20]3[CH:25]=[CH:24][CH:23]=[CH:22][CH:21]=3)[C:18]#[N:19])[CH2:11]2)[CH:6]=[CH:7][CH:8]=1.[OH-:34].[K+], predict the reaction product. The product is: [CH3:1][O:2][C:3]1[CH:4]=[C:5]([S:9][CH:10]2[CH2:11][N:12]([C:14]([CH3:33])([CH3:32])[CH2:15][CH2:16][C:17]([C:26]3[CH:31]=[CH:30][CH:29]=[CH:28][CH:27]=3)([C:20]3[CH:21]=[CH:22][CH:23]=[CH:24][CH:25]=3)[C:18]([NH2:19])=[O:34])[CH2:13]2)[CH:6]=[CH:7][CH:8]=1. (2) Given the reactants [Br:1][CH2:2][CH2:3][CH2:4][CH2:5][CH2:6][CH2:7]O.C1N2[CH2:15][CH2:16][N:11](CC2)C1.S(Cl)([C:20]1[CH:26]=CC(C)=[CH:22][CH:21]=1)(=O)=O.O, predict the reaction product. The product is: [Br:1][CH2:2][CH2:3][CH2:4][CH2:5][CH2:6][CH2:7][NH:11][C:16]1[CH:15]=[CH:22][CH:21]=[CH:20][CH:26]=1.